The task is: Predict the product of the given reaction.. This data is from Forward reaction prediction with 1.9M reactions from USPTO patents (1976-2016). (1) Given the reactants O[CH2:2][CH2:3][N:4]([CH3:36])[C:5]([C:7]1[C:12]([O:13][CH2:14][C:15]2[CH:20]=[CH:19][CH:18]=[CH:17][CH:16]=2)=[C:11]([OH:21])[N:10]=[C:9]([CH2:22][C:23]2[CH:28]=[CH:27][CH:26]=[CH:25][C:24]=2[C:29]2[CH:34]=[CH:33][CH:32]=[CH:31][C:30]=2[Cl:35])[N:8]=1)=[O:6].C(OC1C(=O)N=C(CC2C=CC=CC=2C2C=CC=CC=2)N2CCN(C)C(=O)C=12)C1C=CC=CC=1, predict the reaction product. The product is: [CH2:14]([O:13][C:12]1[C:11](=[O:21])[N:10]=[C:9]([CH2:22][C:23]2[CH:28]=[CH:27][CH:26]=[CH:25][C:24]=2[C:29]2[CH:34]=[CH:33][CH:32]=[CH:31][C:30]=2[Cl:35])[N:8]2[CH2:2][CH2:3][N:4]([CH3:36])[C:5](=[O:6])[C:7]=12)[C:15]1[CH:20]=[CH:19][CH:18]=[CH:17][CH:16]=1. (2) Given the reactants Cl[C:2]1[C:7]([N+:8]([O-:10])=[O:9])=[CH:6][N:5]=[C:4]2[CH:11]=[CH:12][S:13][C:3]=12.[CH2:14]([O:21][C:22](=[O:34])[NH:23][C@@H:24]1[CH2:29][C@@H:28]([NH2:30])[CH2:27][CH2:26][C@@H:25]1[CH2:31][C:32]#[N:33])[C:15]1[CH:20]=[CH:19][CH:18]=[CH:17][CH:16]=1.C(N(CC)CC)C, predict the reaction product. The product is: [C:32]([CH2:31][C@H:25]1[CH2:26][CH2:27][C@H:28]([NH:30][C:2]2[C:7]([N+:8]([O-:10])=[O:9])=[CH:6][N:5]=[C:4]3[CH:11]=[CH:12][S:13][C:3]=23)[CH2:29][C@H:24]1[NH:23][C:22](=[O:34])[O:21][CH2:14][C:15]1[CH:20]=[CH:19][CH:18]=[CH:17][CH:16]=1)#[N:33]. (3) Given the reactants [Br:1][C:2]1[C:3](F)=[N:4][C:5]([I:8])=[CH:6][CH:7]=1.[NH:10]1[CH2:16][CH:15]([OH:17])[CH2:14][NH:13][CH2:12][CH2:11]1.CCN(C(C)C)C(C)C, predict the reaction product. The product is: [Br:1][C:2]1[C:3]([N:10]2[CH2:16][CH:15]([OH:17])[CH2:14][NH:13][CH2:12][CH2:11]2)=[N:4][C:5]([I:8])=[CH:6][CH:7]=1. (4) Given the reactants [CH3:1][Si:2]([N-:5][Si:6]([CH3:9])([CH3:8])[CH3:7])([CH3:4])[CH3:3].[Li+].Cl[C@@H:12]([B:17]1[O:21][C@@H:20]2[CH2:22][C@@H:23]3[CH2:26][C@H:25]([C@:19]2([CH3:29])[O:18]1)[C:24]3([CH3:28])[CH3:27])[CH2:13][CH:14]([CH3:16])[CH3:15], predict the reaction product. The product is: [CH3:1][Si:2]([CH3:4])([CH3:3])[N:5]([C@H:12]([B:17]1[O:21][C@@H:20]2[CH2:22][C@@H:23]3[CH2:26][C@H:25]([C@:19]2([CH3:29])[O:18]1)[C:24]3([CH3:27])[CH3:28])[CH2:13][CH:14]([CH3:16])[CH3:15])[Si:6]([CH3:9])([CH3:8])[CH3:7].